The task is: Predict the reaction yield, written as a fraction of the theoretical maximum amount of product (1.0 means a 100% yield; for example, 0.34 means a 34% yield).. This data is from Reaction yield outcomes from USPTO patents with 853,638 reactions. (1) The reactants are [CH2:1]([CH:3]1[C:8](=[O:9])[N:7]([CH2:10][CH3:11])[C:6]2[CH:12]=[CH:13][C:14]([N+:16]([O-])=O)=[CH:15][C:5]=2[O:4]1)[CH3:2].[H][H]. The catalyst is CO.[Pd]. The product is [NH2:16][C:14]1[CH:13]=[CH:12][C:6]2[N:7]([CH2:10][CH3:11])[C:8](=[O:9])[CH:3]([CH2:1][CH3:2])[O:4][C:5]=2[CH:15]=1. The yield is 0.757. (2) The reactants are [OH:1][CH2:2][CH2:3][O:4][CH2:5][CH2:6][O:7][CH2:8][CH2:9][OH:10].[H-].[Na+].[C:13]([O:17][C:18]([CH3:21])([CH3:20])[CH3:19])(=[O:16])[CH:14]=[CH2:15]. The catalyst is C1COCC1. The product is [OH:1][CH2:2][CH2:3][O:4][CH2:5][CH2:6][O:7][CH2:8][CH2:9][O:10][CH2:15][CH2:14][C:13]([O:17][C:18]([CH3:21])([CH3:20])[CH3:19])=[O:16]. The yield is 0.450.